This data is from Forward reaction prediction with 1.9M reactions from USPTO patents (1976-2016). The task is: Predict the product of the given reaction. (1) The product is: [C:54]([O:58][C:59](=[O:60])[NH:61][CH3:62])([CH3:57])([CH3:56])[CH3:55]. Given the reactants CN(C(ON1N=NC2C=CC=NC1=2)=[N+](C)C)C.F[P-](F)(F)(F)(F)F.NC(C(C)C)C(N1C2C(=CC=CC=2)C(C)(C)[C@H]1C(NC1C(F)=CC=CC=1F)=O)=O.[C:54]([O:58][C:59]([N:61](C)[C@@H:62](C)C(O)=O)=[O:60])([CH3:57])([CH3:56])[CH3:55].C(N(C(C)C)CC)(C)C, predict the reaction product. (2) Given the reactants [CH2:1]([N:4]1[CH2:9][CH2:8][CH:7]([C:10]2[CH:11]=[C:12](OS(C(F)(F)F)(=O)=O)[CH:13]=[CH:14][CH:15]=2)[CH2:6][CH2:5]1)[CH2:2][CH3:3].[CH2:24](N(CC)CC)C.[CH3:31][OH:32].[OH2:33], predict the reaction product. The product is: [CH3:31][O:32][C:24](=[O:33])[C:12]1[CH:13]=[CH:14][CH:15]=[C:10]([CH:7]2[CH2:8][CH2:9][N:4]([CH2:1][CH2:2][CH3:3])[CH2:5][CH2:6]2)[CH:11]=1. (3) Given the reactants N#N.C([Si](C)(C)[O:8][CH:9]([C:11]1[O:12][C:13]([CH2:16][N:17]2[CH:21]=[CH:20][C:19]([NH:22][C:23]([C:25]3[N:26]=[CH:27][O:28][C:29]=3[C:30]3[CH:35]=[CH:34][CH:33]=[CH:32][CH:31]=3)=[O:24])=[N:18]2)=[CH:14][N:15]=1)[CH3:10])(C)(C)C.CCCC[N+](CCCC)(CCCC)CCCC.[F-], predict the reaction product. The product is: [OH:8][CH:9]([C:11]1[O:12][C:13]([CH2:16][N:17]2[CH:21]=[CH:20][C:19]([NH:22][C:23]([C:25]3[N:26]=[CH:27][O:28][C:29]=3[C:30]3[CH:35]=[CH:34][CH:33]=[CH:32][CH:31]=3)=[O:24])=[N:18]2)=[CH:14][N:15]=1)[CH3:10]. (4) Given the reactants [NH2:1][C:2]1[CH:3]=[C:4]([C:8]2[S:12][C:11]([C:13]3[CH:14]=[C:15]4[C:19](=[CH:20][CH:21]=3)[C:18](=[O:22])[N:17]([CH3:23])[CH2:16]4)=[CH:10][CH:9]=2)[CH:5]=[N:6][CH:7]=1.[Cl:24][C:25]1[CH:30]=[C:29]([Cl:31])[CH:28]=[CH:27][C:26]=1[S:32](Cl)(=[O:34])=[O:33], predict the reaction product. The product is: [Cl:24][C:25]1[CH:30]=[C:29]([Cl:31])[CH:28]=[CH:27][C:26]=1[S:32]([NH:1][C:2]1[CH:7]=[N:6][CH:5]=[C:4]([C:8]2[S:12][C:11]([C:13]3[CH:14]=[C:15]4[C:19](=[CH:20][CH:21]=3)[C:18](=[O:22])[N:17]([CH3:23])[CH2:16]4)=[CH:10][CH:9]=2)[CH:3]=1)(=[O:34])=[O:33].